From a dataset of Catalyst prediction with 721,799 reactions and 888 catalyst types from USPTO. Predict which catalyst facilitates the given reaction. (1) Reactant: [O:1]1[CH:5]=[CH:4][C:3]([C:6]2[C:7]([O:27][CH3:28])=[C:8]([C:13]([CH2:16][S:17]([C:20]3[CH:25]=[CH:24][CH:23]=[CH:22][C:21]=3[OH:26])(=[O:19])=[O:18])=[CH:14][CH:15]=2)[C:9]([O:11][CH3:12])=[O:10])=[CH:2]1.C(=O)([O-])[O-].[Cs+].[Cs+].Cl.Br[CH2:37][CH2:38][N:39]([CH2:42][CH3:43])[CH2:40][CH3:41].O. Product: [CH2:38]([N:39]([CH2:42][CH3:43])[CH2:40][CH2:41][O:26][C:21]1[CH:22]=[CH:23][CH:24]=[CH:25][C:20]=1[S:17]([CH2:16][C:13]1[C:8]([C:9]([O:11][CH3:12])=[O:10])=[C:7]([O:27][CH3:28])[C:6]([C:3]2[CH:4]=[CH:5][O:1][CH:2]=2)=[CH:15][CH:14]=1)(=[O:19])=[O:18])[CH3:37]. The catalyst class is: 85. (2) Reactant: [C:1]([O:5][C:6]([NH:8][CH:9]([C:13]1[CH:18]=[CH:17][C:16]([CH3:19])=[CH:15][CH:14]=1)[C:10]([OH:12])=[O:11])=[O:7])([CH3:4])([CH3:3])[CH3:2].C(=NC1CCCCC1)=NC1CCCCC1.N1(O)C2C=CC=CC=2N=N1.[N:45]12[CH2:52][CH2:51][CH:48]([CH2:49][CH2:50]1)[C@@H:47](O)[CH2:46]2. Product: [C:1]([O:5][C:6]([NH:8][CH:9]([C:13]1[CH:18]=[CH:17][C:16]([CH3:19])=[CH:15][CH:14]=1)[C:10]([O:12][C@@H:47]1[CH:48]2[CH2:51][CH2:52][N:45]([CH2:50][CH2:49]2)[CH2:46]1)=[O:11])=[O:7])([CH3:4])([CH3:3])[CH3:2]. The catalyst class is: 1. (3) Reactant: C1(C2C=CC=CC=2)C(C(N2CC(=O)CCC2C(OC)=O)=O)=CC=CC=1.[C:26]1([C:48]2[CH:53]=[CH:52][CH:51]=[CH:50][CH:49]=2)[C:27]([C:32]([N:34]2[CH2:39][C:38]([O:42][CH3:43])([O:40][CH3:41])[CH2:37][CH2:36][CH:35]2[C:44](OC)=[O:45])=[O:33])=[CH:28][CH:29]=[CH:30][CH:31]=1.[Li+].[BH4-]. Product: [C:26]1([C:48]2[CH:53]=[CH:52][CH:51]=[CH:50][CH:49]=2)[CH:31]=[CH:30][CH:29]=[CH:28][C:27]=1[C:32]([N:34]1[CH2:39][C:38]([O:40][CH3:41])([O:42][CH3:43])[CH2:37][CH2:36][CH:35]1[CH2:44][OH:45])=[O:33]. The catalyst class is: 1. (4) Reactant: COC[O:4][C:5]1[CH:10]=[C:9]([O:11]COC)[CH:8]=[CH:7][C:6]=1[CH:15]1[CH2:20][CH2:19][CH2:18][C:17]([CH2:22][OH:23])([OH:21])[CH2:16]1. Product: [OH:21][C:17]1([CH2:22][OH:23])[CH2:18][CH2:19][CH2:20][CH:15]([C:6]2[CH:7]=[CH:8][C:9]([OH:11])=[CH:10][C:5]=2[OH:4])[CH2:16]1. The catalyst class is: 5. (5) Reactant: [Cl:1][C:2]1[CH:3]=[C:4]([CH2:9][OH:10])[CH:5]=[C:6]([Cl:8])[CH:7]=1.C1N=CN([C:16](N2C=NC=C2)=[O:17])C=1.[N:23]1[N:27]2[CH2:28][CH2:29][CH2:30][NH:31][CH2:32][C:26]2=[CH:25][C:24]=1[C:33]([N:35]1[CH:40]2[CH2:41][CH2:42][CH2:43][CH:36]1[CH2:37][CH:38]([C:44]([O:46][CH2:47][CH3:48])=[O:45])[CH2:39]2)=[O:34]. Product: [CH2:47]([O:46][C:44]([CH:38]1[CH2:39][CH:40]2[N:35]([C:33]([C:24]3[CH:25]=[C:26]4[CH2:32][N:31]([C:16]([O:10][CH2:9][C:4]5[CH:3]=[C:2]([Cl:1])[CH:7]=[C:6]([Cl:8])[CH:5]=5)=[O:17])[CH2:30][CH2:29][CH2:28][N:27]4[N:23]=3)=[O:34])[CH:36]([CH2:43][CH2:42][CH2:41]2)[CH2:37]1)=[O:45])[CH3:48]. The catalyst class is: 3.